From a dataset of Catalyst prediction with 721,799 reactions and 888 catalyst types from USPTO. Predict which catalyst facilitates the given reaction. Reactant: [CH2:1]1[C:9]2[C:4](=[CH:5][CH:6]=[CH:7][CH:8]=2)[CH2:3][N:2]1[C:10](=[O:28])[C:11]([C:13]1[CH:18]=[C:17]([I:19])[CH:16]=[CH:15][C:14]=1[NH:20]C(=O)OC(C)(C)C)=O.[F-].[Cs+].C[Si]([N:35]=[C:36]=[N:37][Si](C)(C)C)(C)C.Cl. Product: [NH2:35][C:36]1[N:37]=[C:11]([C:10]([N:2]2[CH2:3][C:4]3[C:9](=[CH:8][CH:7]=[CH:6][CH:5]=3)[CH2:1]2)=[O:28])[C:13]2[C:14](=[CH:15][CH:16]=[C:17]([I:19])[CH:18]=2)[N:20]=1. The catalyst class is: 245.